This data is from Reaction yield outcomes from USPTO patents with 853,638 reactions. The task is: Predict the reaction yield, written as a fraction of the theoretical maximum amount of product (1.0 means a 100% yield; for example, 0.34 means a 34% yield). (1) The reactants are [CH2:1]([NH:8][C:9]1[C:14]2[CH:15]=[CH:16][N:17]([C@@H:18]3[O:22][C@H:21]([CH2:23][OH:24])[C@@H:20]([O:25][Si:26]([C:29]([CH3:32])([CH3:31])[CH3:30])([CH3:28])[CH3:27])[CH2:19]3)[C:13]=2[CH:12]=[CH:11][N:10]=1)[C:2]1[CH:7]=[CH:6][CH:5]=[CH:4][CH:3]=1.Cl[S:34]([NH2:37])(=[O:36])=[O:35]. No catalyst specified. The product is [S:34](=[O:36])(=[O:35])([O:24][CH2:23][C@@H:21]1[C@@H:20]([O:25][Si:26]([C:29]([CH3:32])([CH3:31])[CH3:30])([CH3:27])[CH3:28])[CH2:19][C@H:18]([N:17]2[C:13]3[CH:12]=[CH:11][N:10]=[C:9]([NH:8][CH2:1][C:2]4[CH:7]=[CH:6][CH:5]=[CH:4][CH:3]=4)[C:14]=3[CH:15]=[CH:16]2)[O:22]1)[NH2:37]. The yield is 0.290. (2) The reactants are I[C:2]1[N:6]2[CH:7]=[C:8]([C:12]3[CH:17]=[CH:16][C:15]([C:18]([F:21])([F:20])[F:19])=[CH:14][CH:13]=3)[CH:9]=[C:10]([CH3:11])[C:5]2=[N:4][CH:3]=1.[CH3:22][Si:23]([C:26]#[CH:27])([CH3:25])[CH3:24].CCN(CC)CC. The catalyst is C1COCC1.Cl[Pd](Cl)([P](C1C=CC=CC=1)(C1C=CC=CC=1)C1C=CC=CC=1)[P](C1C=CC=CC=1)(C1C=CC=CC=1)C1C=CC=CC=1.C1C=CC(P(C2C=CC=CC=2)C2C=CC=CC=2)=CC=1. The product is [CH3:11][C:10]1[C:5]2[N:6]([C:2]([C:27]#[C:26][Si:23]([CH3:25])([CH3:24])[CH3:22])=[CH:3][N:4]=2)[CH:7]=[C:8]([C:12]2[CH:17]=[CH:16][C:15]([C:18]([F:21])([F:20])[F:19])=[CH:14][CH:13]=2)[CH:9]=1. The yield is 0.850. (3) The reactants are Br[C:2]1[CH:7]=[CH:6][C:5]([C:8]2[C:12]([C:13]3[CH:18]=[CH:17][N:16]=[CH:15][CH:14]=3)=[CH:11][N:10]([CH3:19])[N:9]=2)=[CH:4][CH:3]=1.[C:20]([C:22]1[CH:31]=[CH:30][C:29]2[C:24](=[CH:25][CH:26]=[CH:27][CH:28]=2)[N:23]=1)#[CH:21].C(N(CC)CC)C. The yield is 0.290. The catalyst is CN(C=O)C.C1C=CC([P]([Pd]([P](C2C=CC=CC=2)(C2C=CC=CC=2)C2C=CC=CC=2)([P](C2C=CC=CC=2)(C2C=CC=CC=2)C2C=CC=CC=2)[P](C2C=CC=CC=2)(C2C=CC=CC=2)C2C=CC=CC=2)(C2C=CC=CC=2)C2C=CC=CC=2)=CC=1.[Cu]I. The product is [CH3:19][N:10]1[CH:11]=[C:12]([C:13]2[CH:18]=[CH:17][N:16]=[CH:15][CH:14]=2)[C:8]([C:5]2[CH:6]=[CH:7][C:2]([C:21]#[C:20][C:22]3[CH:31]=[CH:30][C:29]4[C:24](=[CH:25][CH:26]=[CH:27][CH:28]=4)[N:23]=3)=[CH:3][CH:4]=2)=[N:9]1.